This data is from Full USPTO retrosynthesis dataset with 1.9M reactions from patents (1976-2016). The task is: Predict the reactants needed to synthesize the given product. (1) Given the product [Br:1][C:2]1[CH:11]=[CH:10][C:9]2[C:4](=[CH:5][CH:6]=[C:7]([O:12][CH2:19][CH2:18][CH:13]3[CH2:17][CH2:16][CH2:15][CH2:14]3)[CH:8]=2)[CH:3]=1, predict the reactants needed to synthesize it. The reactants are: [Br:1][C:2]1[CH:3]=[C:4]2[C:9](=[CH:10][CH:11]=1)[CH:8]=[C:7]([OH:12])[CH:6]=[CH:5]2.[CH:13]1([CH:18](O)[CH3:19])[CH2:17][CH2:16][CH2:15][CH2:14]1.C1(P(C2C=CC=CC=2)C2C=CC=CC=2)C=CC=CC=1.N(C(OC(C)C)=O)=NC(OC(C)C)=O. (2) Given the product [CH2:1]([C:8]1[C:13]([Cl:14])=[N:12][CH:11]=[N:10][C:9]=1[N:16]1[CH2:20][CH2:19][CH2:18][CH2:17]1)[C:2]1[CH:3]=[CH:4][CH:5]=[CH:6][CH:7]=1, predict the reactants needed to synthesize it. The reactants are: [CH2:1]([C:8]1[C:9](Cl)=[N:10][CH:11]=[N:12][C:13]=1[Cl:14])[C:2]1[CH:7]=[CH:6][CH:5]=[CH:4][CH:3]=1.[NH:16]1[CH2:20][CH2:19][CH2:18][CH2:17]1.C(N(CC)CC)C.